Dataset: Full USPTO retrosynthesis dataset with 1.9M reactions from patents (1976-2016). Task: Predict the reactants needed to synthesize the given product. (1) Given the product [F:30][C:31]1[CH:32]=[CH:33][C:34]([C:35](/[N:37]=[C:38]2/[N:17]([C@H:18]3[CH2:23][CH2:22][C@@H:21]([C:24](=[O:25])[NH:26][CH:27]([CH3:29])[CH3:28])[CH2:20][CH2:19]3)[C:3]3[CH:4]=[C:5]([NH:8][CH2:9][CH2:10][N:11]4[CH2:16][CH2:15][O:14][CH2:13][CH2:12]4)[N:6]=[CH:7][C:2]=3[NH:1]/2)=[O:36])=[CH:64][CH:65]=1, predict the reactants needed to synthesize it. The reactants are: [NH2:1][C:2]1[C:3]([NH:17][C@@H:18]2[CH2:23][CH2:22][C@H:21]([C:24]([NH:26][CH:27]([CH3:29])[CH3:28])=[O:25])[CH2:20][CH2:19]2)=[CH:4][C:5]([NH:8][CH2:9][CH2:10][N:11]2[CH2:16][CH2:15][O:14][CH2:13][CH2:12]2)=[N:6][CH:7]=1.[F:30][C:31]1[CH:65]=[CH:64][C:34]([C:35](/[N:37]=[C:38]2/N([C@H]3CC[C@@H](C(=O)NC(C)C)CC3)C3C=C(OCCOC)N=CC=3N/2)=[O:36])=[CH:33][CH:32]=1. (2) Given the product [CH3:44][O:43][C:41]([C:40]1[CH:45]=[CH:46][CH:47]=[CH:48][C:39]=1[N:35]1[CH2:36][CH2:37][CH2:38][CH:33]([CH2:32][N:24]2[C:20](=[O:30])[C:21]3=[CH:29][CH:28]=[CH:27][CH:26]=[C:22]3[C:23]2=[O:25])[CH2:34]1)=[O:42], predict the reactants needed to synthesize it. The reactants are: C1(P(C2C=CC=CC=2)C2C=CC=CC=2)C=CC=CC=1.[C:20]1(=[O:30])[NH:24][C:23](=[O:25])[C:22]2=[CH:26][CH:27]=[CH:28][CH:29]=[C:21]12.O[CH2:32][CH:33]1[CH2:38][CH2:37][CH2:36][N:35]([C:39]2[CH:48]=[CH:47][CH:46]=[CH:45][C:40]=2[C:41]([O:43][CH3:44])=[O:42])[CH2:34]1.N(C(OCC)=O)=NC(OCC)=O.C1(C)C=CC=CC=1. (3) Given the product [N:37]([CH2:31][CH2:30][O:29][C@@H:15]([C:6]1[CH:5]=[CH:4][CH:3]=[C:2]([F:1])[C:7]=1[C:8]1[CH:13]=[CH:12][CH:11]=[C:10]([CH3:14])[CH:9]=1)[C@@H:16]1[O:21][CH2:20][CH2:19][N:18]([C:22]([O:24][C:25]([CH3:27])([CH3:26])[CH3:28])=[O:23])[CH2:17]1)=[N+:38]=[N-:39], predict the reactants needed to synthesize it. The reactants are: [F:1][C:2]1[C:7]([C:8]2[CH:13]=[CH:12][CH:11]=[C:10]([CH3:14])[CH:9]=2)=[C:6]([C@H:15]([O:29][CH2:30][CH2:31]OS(C)(=O)=O)[C@@H:16]2[O:21][CH2:20][CH2:19][N:18]([C:22]([O:24][C:25]([CH3:28])([CH3:27])[CH3:26])=[O:23])[CH2:17]2)[CH:5]=[CH:4][CH:3]=1.[N-:37]=[N+:38]=[N-:39].[Na+]. (4) Given the product [Si:40]([O:39][C@H:37]([CH3:38])[C@@H:36]([NH:47][C:48]1[CH:49]=[CH:50][C:51]([C:54]#[N:55])=[C:63]([Cl:65])[C:53]=1[CH3:52])[C:35]1[O:58][C:31]([C:30]2[CH:59]=[CH:60][C:61]([F:62])=[C:28]([O:27][Si:20]([C:23]([CH3:24])([CH3:25])[CH3:26])([CH3:21])[CH3:22])[CH:29]=2)=[N:33][N:34]=1)([C:43]([CH3:46])([CH3:44])[CH3:45])([CH3:42])[CH3:41], predict the reactants needed to synthesize it. The reactants are: C1(P(C2C=CC=CC=2)C2C=CC=CC=2)C=CC=CC=1.[Si:20]([O:27][C:28]1[CH:29]=[C:30]([CH:59]=[CH:60][C:61]=1[F:62])[C:31]([NH:33][NH:34][C:35](=[O:58])[C@H:36]([NH:47][C:48]1[CH:53]=[CH:52][C:51]([C:54]#[N:55])=[C:50](Cl)[C:49]=1C)[C@@H:37]([O:39][Si:40]([C:43]([CH3:46])([CH3:45])[CH3:44])([CH3:42])[CH3:41])[CH3:38])=O)([C:23]([CH3:26])([CH3:25])[CH3:24])([CH3:22])[CH3:21].[CH2:63]([Cl:65])Cl.